From a dataset of NCI-60 drug combinations with 297,098 pairs across 59 cell lines. Regression. Given two drug SMILES strings and cell line genomic features, predict the synergy score measuring deviation from expected non-interaction effect. Drug 1: CC1=CC=C(C=C1)C2=CC(=NN2C3=CC=C(C=C3)S(=O)(=O)N)C(F)(F)F. Drug 2: C1=CC=C(C=C1)NC(=O)CCCCCCC(=O)NO. Cell line: NCIH23. Synergy scores: CSS=9.31, Synergy_ZIP=3.60, Synergy_Bliss=4.80, Synergy_Loewe=-10.1, Synergy_HSA=-0.164.